This data is from Reaction yield outcomes from USPTO patents with 853,638 reactions. The task is: Predict the reaction yield, written as a fraction of the theoretical maximum amount of product (1.0 means a 100% yield; for example, 0.34 means a 34% yield). (1) The reactants are [NH2:1][C:2]1[CH:3]=[N:4][CH:5]=[CH:6][C:7]=1[N:8]1[CH2:13][C@H:12]([C:14]([F:17])([F:16])[F:15])[CH2:11][C@H:10]([NH:18][C:19](=[O:25])[O:20][C:21]([CH3:24])([CH3:23])[CH3:22])[CH2:9]1.[C:26]([O:30][C:31]([NH:33][C:34]1[O:42][C:41]2[C:36](=[N:37][CH:38]=[C:39]([C:43]3[CH:44]=[N:45][N:46]([CH3:48])[CH:47]=3)[CH:40]=2)[C:35]=1[C:49](O)=[O:50])=[O:32])([CH3:29])([CH3:28])[CH3:27].CCN(C(C)C)C(C)C.CN(C(ON1N=NC2C=CC=NC1=2)=[N+](C)C)C.F[P-](F)(F)(F)(F)F. The catalyst is ClCCCl. The product is [C:26]([O:30][C:31]([NH:33][C:34]1[O:42][C:41]2[C:36](=[N:37][CH:38]=[C:39]([C:43]3[CH:44]=[N:45][N:46]([CH3:48])[CH:47]=3)[CH:40]=2)[C:35]=1[C:49]([NH:1][C:2]1[CH:3]=[N:4][CH:5]=[CH:6][C:7]=1[N:8]1[CH2:13][C@H:12]([C:14]([F:16])([F:15])[F:17])[CH2:11][C@H:10]([NH:18][C:19](=[O:25])[O:20][C:21]([CH3:22])([CH3:24])[CH3:23])[CH2:9]1)=[O:50])=[O:32])([CH3:29])([CH3:27])[CH3:28]. The yield is 0.100. (2) The reactants are [CH3:1][N:2]([C:12]1[CH:17]=[CH:16][C:15]([N+:18]([O-])=O)=[CH:14][CH:13]=1)[C@H:3]1[CH2:7][CH2:6][N:5]([S:8]([CH3:11])(=[O:10])=[O:9])[CH2:4]1.[Cl-].[NH4+]. The catalyst is C1COCC1.O.[Fe]. The product is [CH3:1][N:2]([C@H:3]1[CH2:7][CH2:6][N:5]([S:8]([CH3:11])(=[O:10])=[O:9])[CH2:4]1)[C:12]1[CH:13]=[CH:14][C:15]([NH2:18])=[CH:16][CH:17]=1. The yield is 0.750. (3) The reactants are [CH3:1][O:2][C:3]1[CH:16]=[C:15]([O:17][CH3:18])[CH:14]=[CH:13][C:4]=1[CH2:5][N:6]1[C:10](=[O:11])[CH2:9][CH2:8][C:7]1=[O:12].C[O:20][C:21]([C:23]1[C:28]([C:29](OC)=[O:30])=[CH:27][CH:26]=[CH:25][N:24]=1)=O.[H-].[Na+].Cl. The catalyst is O1CCCC1.CCOCC.CO. The product is [CH3:1][O:2][C:3]1[CH:16]=[C:15]([O:17][CH3:18])[CH:14]=[CH:13][C:4]=1[CH2:5][N:6]1[C:7](=[O:12])[C:8]2[C:21]([OH:20])=[C:23]3[C:28]([CH:27]=[CH:26][CH:25]=[N:24]3)=[C:29]([OH:30])[C:9]=2[C:10]1=[O:11]. The yield is 0.520. (4) The product is [O:39]1[C:32]2[CH:31]=[C:30]([CH2:29][N:21]([C:22]([O:23][C:24]([CH3:27])([CH3:25])[CH3:26])=[O:28])[CH:16]3[CH2:15][CH2:14][C:13]4[CH:12]=[C:11]([NH:10][C:3]5[C:2]([NH:1][CH2:50][C:51]([O:53][CH2:54][CH3:55])=[O:52])=[CH:7][CH:6]=[C:5]([O:8][CH3:9])[N:4]=5)[CH:20]=[CH:19][C:18]=4[CH2:17]3)[N:35]=[CH:34][C:33]=2[O:36][CH2:37][CH2:38]1. The yield is 0.780. The catalyst is CN(C=O)C.O.CCOC(C)=O. The reactants are [NH2:1][C:2]1[C:3]([NH:10][C:11]2[CH:12]=[C:13]3[C:18](=[CH:19][CH:20]=2)[CH2:17][CH:16]([N:21]([CH2:29][C:30]2[N:35]=[CH:34][C:33]4[O:36][CH2:37][CH2:38][O:39][C:32]=4[CH:31]=2)[C:22](=[O:28])[O:23][C:24]([CH3:27])([CH3:26])[CH3:25])[CH2:15][CH2:14]3)=[N:4][C:5]([O:8][CH3:9])=[CH:6][CH:7]=1.C(#N)C.C([O-])([O-])=O.[K+].[K+].Br[CH2:50][C:51]([O:53][CH2:54][CH3:55])=[O:52].